This data is from Full USPTO retrosynthesis dataset with 1.9M reactions from patents (1976-2016). The task is: Predict the reactants needed to synthesize the given product. Given the product [CH2:1]([O:3][C:4](=[O:18])[CH:5]([O:15][CH2:16][CH3:17])[CH2:6][C:7]1[CH:12]=[CH:11][C:10]([O:13][CH:24]([CH:19]2[CH2:23][CH2:22][CH2:21][CH2:20]2)[C:26]2[S:30][C:29]([C:31]3[CH:32]=[CH:33][C:34]([C:37]([F:39])([F:40])[F:38])=[CH:35][CH:36]=3)=[N:28][C:27]=2[CH3:41])=[CH:9][C:8]=1[CH3:14])[CH3:2], predict the reactants needed to synthesize it. The reactants are: [CH2:1]([O:3][C:4](=[O:18])[CH:5]([O:15][CH2:16][CH3:17])[CH2:6][C:7]1[CH:12]=[CH:11][C:10]([OH:13])=[CH:9][C:8]=1[CH3:14])[CH3:2].[CH:19]1([CH:24]([C:26]2[S:30][C:29]([C:31]3[CH:36]=[CH:35][C:34]([C:37]([F:40])([F:39])[F:38])=[CH:33][CH:32]=3)=[N:28][C:27]=2[CH3:41])O)[CH2:23][CH2:22][CH2:21][CH2:20]1.C(P(CCCC)CCCC)CCC.CN(C)C(N=NC(N(C)C)=O)=O.